The task is: Predict the reactants needed to synthesize the given product.. This data is from Full USPTO retrosynthesis dataset with 1.9M reactions from patents (1976-2016). (1) Given the product [CH3:1][CH2:2][C@@H:3]([C:5]([O:7][C@@H:8]1[C@@H:13]2[C@@H:14]([CH2:19][CH2:20][C@H:21]3[O:27][C:25](=[O:26])[CH2:24][C@H:23]([OH:28])[CH2:22]3)[C@@H:15]([CH3:18])[CH:16]=[CH:17][C:12]2=[CH:11][C@H:10]([CH3:29])[CH2:9]1)=[O:6])[CH3:4].[CH2:30]([NH-:34])[CH2:31][CH2:32][CH3:33], predict the reactants needed to synthesize it. The reactants are: [CH3:1][CH2:2][C@@H:3]([C:5]([O:7][C@@H:8]1[C@@H:13]2[C@@H:14]([CH2:19][CH2:20][C@H:21]3[O:27][C:25](=[O:26])[CH2:24][C@H:23]([OH:28])[CH2:22]3)[C@@H:15]([CH3:18])[CH:16]=[CH:17][C:12]2=[CH:11][C@H:10]([CH3:29])[CH2:9]1)=[O:6])[CH3:4].[CH2:30]([NH2:34])[CH2:31][CH2:32][CH3:33]. (2) Given the product [CH:47]1([N:50]([CH:51]2[CH2:52][CH2:53][N:54]([C:57]3[O:61][N:60]=[C:59]([C:62]4[CH:67]=[CH:66][CH:65]=[CH:64][CH:63]=4)[N:58]=3)[CH2:55][CH2:56]2)[C:42](=[O:44])[C:41]2[CH:40]=[CH:39][C:38]([C:35]3[CH:34]=[CH:33][N:32]=[CH:37][CH:36]=3)=[CH:46][CH:45]=2)[CH2:49][CH2:48]1, predict the reactants needed to synthesize it. The reactants are: F[B-](F)(F)F.N1(OC(N(C)C)=[N+](C)C)C2C=CC=CC=2N=N1.C(N(C(C)C)C(C)C)C.[N:32]1[CH:37]=[CH:36][C:35]([C:38]2[CH:46]=[CH:45][C:41]([C:42]([OH:44])=O)=[CH:40][CH:39]=2)=[CH:34][CH:33]=1.[CH:47]1([NH:50][CH:51]2[CH2:56][CH2:55][N:54]([C:57]3[O:61][N:60]=[C:59]([C:62]4[CH:67]=[CH:66][CH:65]=[CH:64][CH:63]=4)[N:58]=3)[CH2:53][CH2:52]2)[CH2:49][CH2:48]1.